This data is from Forward reaction prediction with 1.9M reactions from USPTO patents (1976-2016). The task is: Predict the product of the given reaction. (1) The product is: [CH2:1]([O:3][C:4](=[O:35])[C:5]([CH2:6][C:7]1[C:15]2[C:10](=[CH:11][N:12]=[C:13]([C:16]3[C:21]([CH2:22][CH3:23])=[CH:20][CH:19]=[CH:18][C:17]=3[CH2:24][CH3:25])[CH:14]=2)[N:9]([C:26]2[CH:27]=[CH:28][C:29]([CH:32]([CH3:34])[CH3:33])=[CH:30][CH:31]=2)[CH:8]=1)([CH2:44][CH3:45])[CH2:37][CH3:38])[CH3:2]. Given the reactants [CH2:1]([O:3][C:4](=[O:35])[CH2:5][CH2:6][C:7]1[C:15]2[C:10](=[CH:11][N:12]=[C:13]([C:16]3[C:21]([CH2:22][CH3:23])=[CH:20][CH:19]=[CH:18][C:17]=3[CH2:24][CH3:25])[CH:14]=2)[N:9]([C:26]2[CH:31]=[CH:30][C:29]([CH:32]([CH3:34])[CH3:33])=[CH:28][CH:27]=2)[CH:8]=1)[CH3:2].[Li+].[CH3:37][CH:38]([N-]C(C)C)C.[CH2:44]1COC[CH2:45]1.C(C1C=CC=CC=1)C.ICC.[NH4+].[Cl-], predict the reaction product. (2) Given the reactants Cl.C[O:3][C:4](=[O:16])[C@@H:5]([NH2:15])[CH2:6][C:7]1[CH:12]=[CH:11][C:10]([Cl:13])=[CH:9][C:8]=1[Cl:14].[Br:17][C:18]1[CH:26]=[CH:25][C:21]([C:22](O)=[O:23])=[C:20]([NH:27][S:28]([C:31]2[C:36]([F:37])=[CH:35][CH:34]=[CH:33][C:32]=2[F:38])(=[O:30])=[O:29])[CH:19]=1, predict the reaction product. The product is: [Br:17][C:18]1[CH:26]=[CH:25][C:21]([C:22]([NH:15][CH:5]([CH2:6][C:7]2[CH:12]=[CH:11][C:10]([Cl:13])=[CH:9][C:8]=2[Cl:14])[C:4]([OH:3])=[O:16])=[O:23])=[C:20]([NH:27][S:28]([C:31]2[C:32]([F:38])=[CH:33][CH:34]=[CH:35][C:36]=2[F:37])(=[O:30])=[O:29])[CH:19]=1. (3) Given the reactants [CH3:1][C:2]([OH:4])=O.[CH:5](=[C:12]1/[CH2:13][O:14][C:15]2[C:20]([C:21]/1=O)=[CH:19][C:18]([F:23])=[CH:17][CH:16]=2)/[C:6]1[CH:11]=[CH:10][CH:9]=[CH:8][CH:7]=1.O.[NH2:25][NH2:26], predict the reaction product. The product is: [C:2]([N:25]1[CH:5]([C:6]2[CH:11]=[CH:10][CH:9]=[CH:8][CH:7]=2)[CH:12]2[CH2:13][O:14][C:15]3[CH:16]=[CH:17][C:18]([F:23])=[CH:19][C:20]=3[C:21]2=[N:26]1)(=[O:4])[CH3:1]. (4) The product is: [CH3:30][C:27]1[N:28]=[CH:29][C:24](/[CH:22]=[CH:23]\[N:9]2[C:10]3[CH:11]=[CH:12][C:4]([O:3][C:2]([F:1])([F:20])[F:21])=[CH:5][C:6]=3[C:7]3[CH2:17][N:16]4[CH2:15][CH2:14][CH:13]([C:8]2=3)[CH2:19][CH2:18]4)=[CH:25][CH:26]=1. Given the reactants [F:1][C:2]([F:21])([F:20])[O:3][C:4]1[CH:12]=[CH:11][C:10]2[NH:9][C:8]3[CH:13]4[CH2:19][CH2:18][N:16]([CH2:17][C:7]=3[C:6]=2[CH:5]=1)[CH2:15][CH2:14]4.[C:22]([C:24]1[CH:25]=[CH:26][C:27]([CH3:30])=[N:28][CH:29]=1)#[CH:23], predict the reaction product. (5) Given the reactants [CH3:1][C:2]([CH3:36])([CH3:35])[C:3]([C:29]1[CH:30]=[N:31][CH:32]=[N:33][CH:34]=1)([O:19]B1OC(C)(C)C(C)(C)O1)[C:4]1[CH:9]=[CH:8][C:7](B2OC(C)(C)C(C)(C)O2)=[CH:6][N:5]=1.P([O-])([O-])([O-])=O.[K+].[K+].[K+].Br[C:46]1[CH:53]=[CH:52][C:51]([C:54]([C:57]#[N:58])([CH3:56])[CH3:55])=[CH:50][C:47]=1[C:48]#[N:49].O, predict the reaction product. The product is: [C:57]([C:54]([C:51]1[CH:52]=[CH:53][C:46]([C:7]2[CH:6]=[N:5][C:4]([C:3]([OH:19])([C:29]3[CH:30]=[N:31][CH:32]=[N:33][CH:34]=3)[C:2]([CH3:1])([CH3:36])[CH3:35])=[CH:9][CH:8]=2)=[C:47]([CH:50]=1)[C:48]#[N:49])([CH3:56])[CH3:55])#[N:58]. (6) The product is: [Cl:1][C:2]1[N:3]=[C:4]([NH:27][C:26]2[CH:28]=[CH:29][CH:30]=[CH:31][C:25]=2[S:24][CH:21]([CH3:23])[CH3:22])[C:5]2[N:10]=[N:9][N:8]([CH2:11][C:12]3[CH:17]=[CH:16][C:15]([O:18][CH3:19])=[CH:14][CH:13]=3)[C:6]=2[N:7]=1. Given the reactants [Cl:1][C:2]1[N:3]=[C:4](Cl)[C:5]2[N:10]=[N:9][N:8]([CH2:11][C:12]3[CH:17]=[CH:16][C:15]([O:18][CH3:19])=[CH:14][CH:13]=3)[C:6]=2[N:7]=1.[CH:21]([S:24][C:25]1[CH:31]=[CH:30][CH:29]=[CH:28][C:26]=1[NH2:27])([CH3:23])[CH3:22].C(OCC)(=O)C, predict the reaction product. (7) Given the reactants [Br:1][C:2]1[CH:7]=[CH:6][C:5]([CH:8](O)[CH:9]([CH3:11])[CH3:10])=[C:4]([CH3:13])[CH:3]=1.CN(C)CCCN(C)C.CS(Cl)(=O)=O.[NH2:28][C:29]1[CH:38]=[CH:37][C:32]([C:33]([O:35][CH3:36])=[O:34])=[CH:31][CH:30]=1.C(N(CC)C(C)C)(C)C, predict the reaction product. The product is: [Br:1][C:2]1[CH:7]=[CH:6][C:5]([CH:8]([NH:28][C:29]2[CH:30]=[CH:31][C:32]([C:33]([O:35][CH3:36])=[O:34])=[CH:37][CH:38]=2)[CH:9]([CH3:11])[CH3:10])=[C:4]([CH3:13])[CH:3]=1. (8) Given the reactants N1C=CC=CC=1.[Cl:7][C:8]1[C:9]([CH:15]([S:24]([C:27]2[CH:32]=[CH:31][C:30]([Cl:33])=[CH:29][CH:28]=2)(=[O:26])=[O:25])[C:16]2[CH:21]=[C:20]([F:22])[CH:19]=[CH:18][C:17]=2[F:23])=[CH:10][C:11]([NH2:14])=[N:12][CH:13]=1.[N:34]1([S:40](Cl)(=[O:42])=[O:41])[CH2:39][CH2:38][CH2:37][CH2:36][CH2:35]1.CCCCCC, predict the reaction product. The product is: [Cl:7][C:8]1[C:9]([CH:15]([S:24]([C:27]2[CH:32]=[CH:31][C:30]([Cl:33])=[CH:29][CH:28]=2)(=[O:26])=[O:25])[C:16]2[CH:21]=[C:20]([F:22])[CH:19]=[CH:18][C:17]=2[F:23])=[CH:10][C:11]([NH:14][S:40]([N:34]2[CH2:39][CH2:38][CH2:37][CH2:36][CH2:35]2)(=[O:42])=[O:41])=[N:12][CH:13]=1. (9) The product is: [CH3:1][C:2]1[C:7]2[CH2:8][C:9]3[CH:22]=[C:21]([O:23][CH2:24][CH2:25][CH2:26][NH:27][C:28]4[CH:33]=[CH:32][CH:31]=[CH:30][N:29]=4)[CH:20]=[CH:19][C:10]=3[CH2:11][CH:12]([CH2:13][C:14]([OH:16])=[O:15])[C:6]=2[CH:5]=[CH:4][CH:3]=1. Given the reactants [CH3:1][C:2]1[C:7]2[CH2:8][C:9]3[CH:22]=[C:21]([O:23][CH2:24][CH2:25][CH2:26][NH:27][C:28]4[CH:33]=[CH:32][CH:31]=[CH:30][N:29]=4)[CH:20]=[CH:19][C:10]=3[CH2:11][CH:12]([CH2:13][C:14]([O:16]CC)=[O:15])[C:6]=2[CH:5]=[CH:4][CH:3]=1.N1C=CC=CC=1NCCCOC1C=CC2C[C@H](CC(OCC)=O)C3C=CC=CC=3CC=2C=1, predict the reaction product. (10) Given the reactants [N:1]1([C:7]2[N:8]=[C:9]([NH2:12])[NH:10][N:11]=2)[CH2:6][CH2:5][O:4][CH2:3][CH2:2]1.[Br:13][CH:14]([CH:17]=O)[CH:15]=O, predict the reaction product. The product is: [Br:13][C:14]1[CH:15]=[N:12][C:9]2[N:10]([N:11]=[C:7]([N:1]3[CH2:2][CH2:3][O:4][CH2:5][CH2:6]3)[N:8]=2)[CH:17]=1.